Dataset: Forward reaction prediction with 1.9M reactions from USPTO patents (1976-2016). Task: Predict the product of the given reaction. The product is: [C:1]([O:5][C:6]([N:8]1[CH2:13][CH2:12][N:11]([C:24]([C:22]2[S:23][C:16]3[C:17](=[N:18][CH:19]=[CH:20][C:15]=3[Cl:14])[CH:21]=2)=[O:25])[CH2:10][CH2:9]1)=[O:7])([CH3:4])([CH3:2])[CH3:3]. Given the reactants [C:1]([O:5][C:6]([N:8]1[CH2:13][CH2:12][NH:11][CH2:10][CH2:9]1)=[O:7])([CH3:4])([CH3:3])[CH3:2].[Cl:14][C:15]1[CH:20]=[CH:19][N:18]=[C:17]2[CH:21]=[C:22]([C:24]([O-])=[O:25])[S:23][C:16]=12.[Li+], predict the reaction product.